Dataset: Catalyst prediction with 721,799 reactions and 888 catalyst types from USPTO. Task: Predict which catalyst facilitates the given reaction. (1) Reactant: [CH:1]1([N:6]2[CH2:11][CH2:10][N:9]([C:12]([C:14]3[CH:15]=[C:16]4[C:20](=[CH:21][CH:22]=3)[NH:19][C:18]([C:23]([OH:25])=O)=[CH:17]4)=[O:13])[CH2:8][CH2:7]2)[CH2:5][CH2:4][CH2:3][CH2:2]1.Cl.F[B-](F)(F)F.N1([O:41][C:42](N(C)C)=[N+](C)C)C2C=CC=CC=2N=N1.C([N:52]([CH2:56][CH3:57])[CH:53]([CH3:55])C)(C)C. Product: [CH:1]1([N:6]2[CH2:11][CH2:10][N:9]([C:12]([C:14]3[CH:15]=[C:16]4[C:20](=[CH:21][CH:22]=3)[NH:19][C:18]([C:23]([N:52]3[CH2:53][CH2:55][CH:42]([OH:41])[CH2:57][CH2:56]3)=[O:25])=[CH:17]4)=[O:13])[CH2:8][CH2:7]2)[CH2:5][CH2:4][CH2:3][CH2:2]1. The catalyst class is: 9. (2) Reactant: C([O:3][C:4]([C:6]1[CH:7]=[C:8]2[C:12](=[C:13]([NH:15][CH:16]3[CH2:20][CH2:19][CH2:18][CH2:17]3)[CH:14]=1)[NH:11][C:10]([C:21]1[CH:26]=[CH:25][CH:24]=[CH:23][CH:22]=1)=[CH:9]2)=[O:5])C.O.[OH-].[Na+]. Product: [CH:16]1([NH:15][C:13]2[CH:14]=[C:6]([C:4]([OH:5])=[O:3])[CH:7]=[C:8]3[C:12]=2[NH:11][C:10]([C:21]2[CH:22]=[CH:23][CH:24]=[CH:25][CH:26]=2)=[CH:9]3)[CH2:17][CH2:18][CH2:19][CH2:20]1. The catalyst class is: 5. (3) Reactant: CON(C)[C:4]([C@@H:6]1[C@@H:10]([C:11]2[CH:16]=[CH:15][C:14]([F:17])=[C:13]([F:18])[CH:12]=2)[CH2:9][N:8]([CH2:19][C:20]2[CH:25]=[CH:24][CH:23]=[CH:22][CH:21]=2)[CH2:7]1)=[O:5].[H-].[Al+3].[Li+].[H-].[H-].[H-]. Product: [CH2:19]([N:8]1[CH2:9][C@H:10]([C:11]2[CH:16]=[CH:15][C:14]([F:17])=[C:13]([F:18])[CH:12]=2)[C@@H:6]([CH:4]=[O:5])[CH2:7]1)[C:20]1[CH:21]=[CH:22][CH:23]=[CH:24][CH:25]=1. The catalyst class is: 1.